From a dataset of Experimentally validated miRNA-target interactions with 360,000+ pairs, plus equal number of negative samples. Binary Classification. Given a miRNA mature sequence and a target amino acid sequence, predict their likelihood of interaction. (1) The miRNA is mmu-miR-468-3p with sequence UAUGACUGAUGUGCGUGUGUCUG. The protein sequence of the target gene is MSDKSDLKAELERKKQRLAQIREEKKRKEEERKKKETDQKKEAAVSVQEESDLEKKRREAEALLQSMGLTTDSPIVPPPMSPSSKSVSTPSEAGSQDSGDGAVGSRRGPIKLGMAKITQVDFPPREIVTYTKETQTPVTAQPKEDEEEEDDVATPKPPVEPEEEKTLKKDEENDSKAPPHELTEEEKQQILHSEEFLSFFDHSTRIVERALSEQINIFFDYSGRDLEDKEGEIQAGAKLSLNRQFFDERWSKHRVVSCLDWSSQYPELLVASYNNNEEAPHEPDGVALVWNMKYKKTTPE.... Result: 0 (no interaction). (2) The miRNA is mmu-miR-294-5p with sequence ACUCAAAAUGGAGGCCCUAUCU. The protein sequence of the target gene is MEFYDGDLKDIWDSDLDPESLKISPDHDMHDWLFDRDVKDPTVILNDKLISDALLNGTQPIKTEHSYSLSSDVDSLPDSPKSLQAKIEDMDDECFPAISPKTATNGRVTIDPKYLTFHVPPTHATPISRLSSNPALNTSVADLTRSSGLQSLQAHQPHHGSGSSHVVVANLEHFQLPQHLYDNDCSSSVSSLRDGSMSPDICSDIEIDESAIKDEPMSPDSSCPASPTSQASSSQHQLSLNLAHLQSEMLFEPKHCGLLLTASSNSNNSLIKSQQRQQQILGQDNLLMAKMEIKSEKQST.... Result: 0 (no interaction). (3) The miRNA is hsa-miR-3150b-3p with sequence UGAGGAGAUCGUCGAGGUUGG. The protein sequence of the target gene is MNGPSSRSSHLSQPVVKSVLVYRNGDPFFAGRRVVIHEKKVSSFDVFLKEVTGGVQAPFGAVRNIYTPRTGHRIRKLDQIESGGNYVAGGPEAFKKLNYLDIGEIKKRPMEAVNTEVKPVIHSRINVSARFRKSLHEPCTIFLIANGDLISPASRLLIPKKALNQWDHVLQMVTEKITLRSGAVHRLYTLEGKLVESGAELENGQFYVAVGRDKFKRLPYSELLFDKSAMRRPYGQKASSLPPMVGSRKSKGSGNYRQSKSTIGSSDNSSPQPLKRKGKKDSNSEKPTKVKQSVKSKTSH.... Result: 0 (no interaction). (4) The miRNA is hsa-miR-627-3p with sequence UCUUUUCUUUGAGACUCACU. Result: 0 (no interaction). The protein sequence of the target gene is MGVRAAPSCAAAPAAAGAEQSRRPGLWPPSPPPPLLLLLLLSLGLLHAGDCQQPTQCRIQKCTTDFVALTAHLNSAADGFDSEFCKALRAYAGCTQRTSKACRGNLVYHSAVLGISDLMSQRNCSKDGPTSSTNPEVTHDPCNYHSHGGVREHGGGDQRPPNYLFCGLFGDPHLRTFKDHFQTCKVEGAWPLIDNNYLSVQVTNVPVVPGSSATATNKVTIIFKAQHECTDQKVYQAVTDDLPAAFVDGTTSGGDGDVKSLHIVEKESGRYVEMHARYIGTTVFVRQLGRYLTLAIRMPE.... (5) The protein sequence of the target gene is MGLFDRGVQMLLTTVGAFAAFSLMTIAVGTDYWLYSRGVCKTKSVSENETSKKNEEVMTHSGLWRTCCLEGNFKGLCKQIDHFPEDADYEADTAEYFLRAVRASSIFPILSVILLFMGGLCIAASEFYKTRHNIILSAGIFFVSAGLSNIIGIIVYISANAGDPSKSDSKKNSYSYGWSFYFGALSFIIAEMVGVLAVHMFIDRHKQLRATARATDYLQASAITRIPSYRYRYQRRSRSSSRSTEPSHSRDASPVGIKGFNTLPSTEISMYTLSRDPLKAATTPTATYNSDRDNSFLQVH.... The miRNA is hsa-miR-105-5p with sequence UCAAAUGCUCAGACUCCUGUGGU. Result: 0 (no interaction). (6) The miRNA is hsa-miR-513a-3p with sequence UAAAUUUCACCUUUCUGAGAAGG. The protein sequence of the target gene is MAEGGGGARRRAPALLEAARARYESLHISDDVFGESGPDSGGNPFYSTSAASRSSSAASSDDEREPPGPPGAAPPPPRAPDAQEPEEDEAGAGWSAALRDRPPPRFEDTGGPTRKMPPSASAVDFFQLFVPDNVLKNMVVQTNMYAKKFQERFGSDGAWVEVTLTEMKAFLGYMISTSISHCESVLSIWSGGFYSNRSLALVMSQARFEKILKYFHVVAFRSSQTTHGLYKVQPFLDSLQNSFDSAFRPSQTQVLHEPLIDEDPVFIATCTERELRKRKKRKFSLWVRQCSSTGFIIQIY.... Result: 0 (no interaction). (7) The miRNA is hsa-miR-34a-3p with sequence CAAUCAGCAAGUAUACUGCCCU. The protein sequence of the target gene is MPEQSNDYRVAVFGAGGVGKSSLVLRFVKGTFRESYIPTVEDTYRQVISCDKSICTLQITDTTGSHQFPAMQRLSISKGHAFILVYSITSRQSLEELKPIYEQICEIKGDVESIPIMLVGNKCDESPSREVQSSEAEALARTWKCAFMETSAKLNHNVKELFQELLNLEKRRTVSLQIDGKKSKQQKRKEKLKGKCVIM. Result: 0 (no interaction). (8) The miRNA is mmu-miR-679-5p with sequence GGACUGUGAGGUGACUCUUGGU. The protein sequence of the target gene is MTTQEDTTGLHQKTSLWTMSRPGAKKVMNSYFIAGCGPAVCYYAVSWLRQGFSINLTSFGRIPWPHAGVGTCPSPQSWISPFLQSHREHHYAKTSSHSQPSPQSLALCLAYSRCSINICQMTECISLASGCHQALREPGRSEESFWIPATPYISNIFSES. Result: 0 (no interaction). (9) The miRNA is mmu-miR-5130 with sequence CUGGAGCGCGCGGGCGAGGCAGGC. The protein sequence of the target gene is MSSLYYANTLFSKYPASSSVFATGAFPEQTSCAFASNPQRPGYGAGSGASFAASMQGLYPGGGGMAGQSAAGVYAAGYGLEPSSFNMHCAPFEQNLSGVCPGDSAKAAGAKEQRDSDLAAESNFRIYPWMRSSGTDRKRGRQTYTRYQTLELEKEFHYNRYLTRRRRIEIAHTLCLTERQIKIWFQNRRMKWKKENKTAGPGTTGQDRAEAEEEEEE. Result: 0 (no interaction). (10) The miRNA is mmu-miR-1964-5p with sequence AGCUGGAGCACAAAAGCCGGUG. The protein sequence of the target gene is MKVKIKCWNGVATWLWVANDENCGICRMAFNGCCPDCKVPGDDCPLVWGQCSHCFHMHCILKWLNAQQVQQHCPMCRQEWKFKE. Result: 0 (no interaction).